Dataset: Forward reaction prediction with 1.9M reactions from USPTO patents (1976-2016). Task: Predict the product of the given reaction. (1) Given the reactants [CH2:1]([O:8][C:9]1[C:10]([CH3:23])=[N:11][C:12]([N:16]2[C:20]([CH3:21])=[CH:19][CH:18]=[C:17]2[CH3:22])=[N:13][C:14]=1[CH3:15])[C:2]1[CH:7]=[CH:6][CH:5]=[CH:4][CH:3]=1.Br[CH2:25][CH2:26][CH2:27][CH2:28][CH2:29][CH2:30][CH2:31][CH2:32][CH2:33][CH2:34][CH2:35][CH2:36][CH2:37][CH2:38][CH3:39].[Li]CCCC, predict the reaction product. The product is: [CH2:1]([O:8][C:9]1[C:14]([CH2:15][CH2:39][CH2:38][CH2:37][CH2:36][CH2:35][CH2:34][CH2:33][CH2:32][CH2:31][CH2:30][CH2:29][CH2:28][CH2:27][CH2:26][CH3:25])=[N:13][C:12]([N:16]2[C:20]([CH3:21])=[CH:19][CH:18]=[C:17]2[CH3:22])=[N:11][C:10]=1[CH3:23])[C:2]1[CH:7]=[CH:6][CH:5]=[CH:4][CH:3]=1. (2) Given the reactants [C:1]([O:5][C:6]([N:8]1[CH2:13][CH:12]=[C:11]([C:14]2[NH:31][C:17]3=[N:18][CH:19]=[CH:20][C:21]([C:22]4[CH:27]=[CH:26][C:25]([CH2:28][NH2:29])=[C:24]([F:30])[CH:23]=4)=[C:16]3[N:15]=2)[CH2:10][CH2:9]1)=[O:7])([CH3:4])([CH3:3])[CH3:2].[C:32]([C:36]1[O:40][N:39]=[C:38]([C:41](O)=[O:42])[N:37]=1)([CH3:35])([CH3:34])[CH3:33].CCN(C(C)C)C(C)C.C(P1(=O)OP(=O)(CCC)OP(=O)(CCC)O1)CC, predict the reaction product. The product is: [C:1]([O:5][C:6]([N:8]1[CH2:9][CH:10]=[C:11]([C:14]2[NH:31][C:17]3=[N:18][CH:19]=[CH:20][C:21]([C:22]4[CH:27]=[CH:26][C:25]([CH2:28][NH:29][C:41]([C:38]5[N:37]=[C:36]([C:32]([CH3:35])([CH3:34])[CH3:33])[O:40][N:39]=5)=[O:42])=[C:24]([F:30])[CH:23]=4)=[C:16]3[N:15]=2)[CH2:12][CH2:13]1)=[O:7])([CH3:4])([CH3:2])[CH3:3].